From a dataset of Reaction yield outcomes from USPTO patents with 853,638 reactions. Predict the reaction yield, written as a fraction of the theoretical maximum amount of product (1.0 means a 100% yield; for example, 0.34 means a 34% yield). (1) The reactants are [Si]([O:8][CH2:9][CH:10]1[CH2:15][CH2:14][N:13]([CH:16]2[CH2:19][N:18]([C:20]3[CH:25]=[CH:24][C:23]([NH:26][C:27]4[CH:32]=[C:31]([O:33][CH3:34])[N:30]=[CH:29][C:28]=4[NH:35][C:36](=[O:38])[CH3:37])=[CH:22][CH:21]=3)[CH2:17]2)[CH2:12][CH2:11]1)(C(C)(C)C)(C)C.[F-].C([N+](CCCC)(CCCC)CCCC)CCC.O1CCCC1.O. The catalyst is O1CCCC1. The product is [OH:8][CH2:9][CH:10]1[CH2:11][CH2:12][N:13]([CH:16]2[CH2:17][N:18]([C:20]3[CH:21]=[CH:22][C:23]([NH:26][C:27]4[CH:32]=[C:31]([O:33][CH3:34])[N:30]=[CH:29][C:28]=4[NH:35][C:36](=[O:38])[CH3:37])=[CH:24][CH:25]=3)[CH2:19]2)[CH2:14][CH2:15]1. The yield is 0.210. (2) The reactants are [C:1]([O:5][C:6](=[O:22])[NH:7][CH2:8][CH2:9][C:10]1[C:18]2[C:13](=[CH:14][C:15]([N+:19]([O-])=O)=[CH:16][CH:17]=2)[NH:12][CH:11]=1)([CH3:4])([CH3:3])[CH3:2]. The catalyst is CCO.[Ni]. The product is [C:1]([O:5][C:6](=[O:22])[NH:7][CH2:8][CH2:9][C:10]1[C:18]2[C:13](=[CH:14][C:15]([NH2:19])=[CH:16][CH:17]=2)[NH:12][CH:11]=1)([CH3:4])([CH3:2])[CH3:3]. The yield is 0.670. (3) The reactants are [F:1][C:2]1[CH:19]=[C:18]([O:20][CH2:21][C:22]2[CH:23]=[N:24][C:25]([O:28][CH3:29])=[CH:26][CH:27]=2)[C:17]([O:30][CH3:31])=[CH:16][C:3]=1[CH2:4][NH:5][C:6]1[CH:11]=[CH:10][C:9]([I:12])=[CH:8][C:7]=1[N+:13]([O-])=O.O.[Cl-].[NH4+]. The catalyst is O1CCCC1.CO.O.O.O.O.O.O.O.S([O-])([O-])(=O)=O.[Fe+2].[Zn]. The product is [F:1][C:2]1[CH:19]=[C:18]([O:20][CH2:21][C:22]2[CH:23]=[N:24][C:25]([O:28][CH3:29])=[CH:26][CH:27]=2)[C:17]([O:30][CH3:31])=[CH:16][C:3]=1[CH2:4][NH:5][C:6]1[C:7]([NH2:13])=[CH:8][C:9]([I:12])=[CH:10][CH:11]=1. The yield is 1.00. (4) The reactants are [I:1]N1C(=O)CCC1=O.[F-].[K+].[Cl:11][C:12]1[CH:17]=[CH:16][N:15]=[C:14]2[CH:18]=[C:19]([Si](C)(C)C)[O:20][C:13]=12. The catalyst is C(#N)C. The product is [Cl:11][C:12]1[CH:17]=[CH:16][N:15]=[C:14]2[CH:18]=[C:19]([I:1])[O:20][C:13]=12. The yield is 0.773.